This data is from Full USPTO retrosynthesis dataset with 1.9M reactions from patents (1976-2016). The task is: Predict the reactants needed to synthesize the given product. (1) Given the product [CH2:7]([N:5]1[N:4]=[N:3][C:2]([NH:1][C:23]([CH:21]2[C:20]3[CH:19]=[CH:18][CH:17]=[CH:16][C:15]=3[CH2:14][C:13]3[C:22]2=[CH:9][CH:10]=[CH:11][CH:12]=3)=[O:24])=[N:6]1)[CH3:8], predict the reactants needed to synthesize it. The reactants are: [NH2:1][C:2]1[N:3]=[N:4][N:5]([CH2:7][CH3:8])[N:6]=1.[CH:9]1[C:22]2[CH:21]([C:23](Cl)=[O:24])[C:20]3[C:15](=[CH:16][CH:17]=[CH:18][CH:19]=3)[CH2:14][C:13]=2[CH:12]=[CH:11][CH:10]=1. (2) Given the product [F:28][C:27]([F:30])([F:29])[C:25]([OH:31])=[O:26].[NH2:16][C@H:10]1[CH2:11][CH2:12][CH2:13][CH2:14][CH2:15][N:8]([CH2:1][C:2]2[CH:7]=[CH:6][CH:5]=[CH:4][CH:3]=2)[C:9]1=[O:24], predict the reactants needed to synthesize it. The reactants are: [CH2:1]([N:8]1[CH2:15][CH2:14][CH2:13][CH2:12][CH2:11][C@H:10]([NH:16]C(=O)OC(C)(C)C)[C:9]1=[O:24])[C:2]1[CH:7]=[CH:6][CH:5]=[CH:4][CH:3]=1.[C:25]([OH:31])([C:27]([F:30])([F:29])[F:28])=[O:26]. (3) Given the product [Cl:16][C:13]1[CH:14]=[CH:15][C:6]([O:5][CH2:4][C:3]([OH:31])=[O:2])=[C:7]2[C:12]=1[N:11]=[C:10]([C:17]#[N:18])[C:9]([CH2:19][C:20]1[CH:21]=[CH:22][C:23]([S:26]([CH3:29])(=[O:27])=[O:28])=[CH:24][CH:25]=1)=[C:8]2[CH3:30], predict the reactants needed to synthesize it. The reactants are: C[O:2][C:3](=[O:31])[CH2:4][O:5][C:6]1[CH:15]=[CH:14][C:13]([Cl:16])=[C:12]2[C:7]=1[C:8]([CH3:30])=[C:9]([CH2:19][C:20]1[CH:25]=[CH:24][C:23]([S:26]([CH3:29])(=[O:28])=[O:27])=[CH:22][CH:21]=1)[C:10]([C:17]#[N:18])=[N:11]2.CO.O1CCCC1.[OH-].[Li+]. (4) The reactants are: [Cl:1][C:2]1[CH:7]=[CH:6][C:5]([CH:8]2[CH:17]3[CH2:18][CH2:19][N:20](C([O-])=O)[CH:16]3[C:15]3[CH:14]=[CH:13][CH:12]=[CH:11][C:10]=3[NH:9]2)=[CH:4][CH:3]=1.[ClH:24]. Given the product [ClH:1].[ClH:24].[Cl:1][C:2]1[CH:7]=[CH:6][C:5]([CH:8]2[CH:17]3[CH2:18][CH2:19][NH:20][CH:16]3[C:15]3[CH:14]=[CH:13][CH:12]=[CH:11][C:10]=3[NH:9]2)=[CH:4][CH:3]=1, predict the reactants needed to synthesize it. (5) Given the product [I:18][C:11]1[CH:12]=[C:13]([C:14]([F:15])([F:16])[F:17])[C:7]([O:6][CH2:5][CH2:4][O:3][CH3:2])=[CH:8][C:9]=1[NH2:10], predict the reactants needed to synthesize it. The reactants are: Cl.[CH3:2][O:3][CH2:4][CH2:5][O:6][C:7]1[CH:8]=[C:9]([CH:11]=[CH:12][C:13]=1[C:14]([F:17])([F:16])[F:15])[NH2:10].[I:18]N1C(=O)CCC1=O.